From a dataset of Forward reaction prediction with 1.9M reactions from USPTO patents (1976-2016). Predict the product of the given reaction. (1) Given the reactants CS[C:3]1[NH:4][C:5](=[O:14])[C:6]([C:9]([O:11][CH2:12][CH3:13])=[O:10])=[CH:7][N:8]=1.[CH2:15]([N:22]1[CH2:26][CH2:25][CH:24]([NH2:27])[CH2:23]1)[C:16]1[CH:21]=[CH:20][CH:19]=[CH:18][CH:17]=1, predict the reaction product. The product is: [CH2:15]([N:22]1[CH2:26][CH2:25][CH:24]([NH:27][C:3]2[NH:4][C:5](=[O:14])[C:6]([C:9]([O:11][CH2:12][CH3:13])=[O:10])=[CH:7][N:8]=2)[CH2:23]1)[C:16]1[CH:17]=[CH:18][CH:19]=[CH:20][CH:21]=1. (2) Given the reactants C(=O)(O)[O-].[Na+].Br.Br[C:8]1[S:12][C:11]([NH2:13])=[N:10][CH:9]=1.[N:14]1([CH2:19][CH2:20][SH:21])[CH2:18][CH2:17][CH2:16][CH2:15]1, predict the reaction product. The product is: [N:14]1([CH2:19][CH2:20][S:21][C:8]2[S:12][C:11]([NH2:13])=[N:10][CH:9]=2)[CH2:18][CH2:17][CH2:16][CH2:15]1. (3) Given the reactants C([O:5][C:6]1[CH:7]=[C:8]2[C:13](=[CH:14][CH:15]=1)[N:12]=[C:11]([CH2:16][CH:17]([CH3:19])[CH3:18])[C:10]([C:20]#[N:21])=[C:9]2[C:22]1[CH:27]=[CH:26][CH:25]=[CH:24][C:23]=1[F:28])(C)(C)C.N.O1CCCC1.[C:43](O[C:43]([O:45][C:46]([CH3:49])([CH3:48])[CH3:47])=[O:44])([O:45][C:46]([CH3:49])([CH3:48])[CH3:47])=[O:44], predict the reaction product. The product is: [F:28][C:23]1[CH:24]=[CH:25][CH:26]=[CH:27][C:22]=1[C:9]1[C:8]2[C:13](=[CH:14][CH:15]=[C:6]([OH:5])[CH:7]=2)[N:12]=[C:11]([CH2:16][CH:17]([CH3:18])[CH3:19])[C:10]=1[CH2:20][NH:21][C:43](=[O:44])[O:45][C:46]([CH3:47])([CH3:48])[CH3:49]. (4) Given the reactants [F:1][C:2]1[CH:7]=[CH:6][C:5]([C:8]2[CH:17]=[CH:16][C:11]([C:12]([O:14]C)=[O:13])=[CH:10][N:9]=2)=[CH:4][CH:3]=1.[OH-].[Na+], predict the reaction product. The product is: [F:1][C:2]1[CH:7]=[CH:6][C:5]([C:8]2[CH:17]=[CH:16][C:11]([C:12]([OH:14])=[O:13])=[CH:10][N:9]=2)=[CH:4][CH:3]=1. (5) Given the reactants [CH:1]1([C:4]2[NH:8][N:7]=[C:6]([NH:9][C:10]3[C:18]([F:19])=[CH:17][C:13]([C:14](N)=[O:15])=[C:12]([NH:20][C@H:21]([C:23]4[CH:28]=[CH:27][C:26]([F:29])=[CH:25][CH:24]=4)[CH3:22])[N:11]=3)[CH:5]=2)[CH2:3][CH2:2]1.[OH-:30].[K+], predict the reaction product. The product is: [CH:1]1([C:4]2[NH:8][N:7]=[C:6]([NH:9][C:10]3[C:18]([F:19])=[CH:17][C:13]([C:14]([OH:15])=[O:30])=[C:12]([NH:20][C@H:21]([C:23]4[CH:28]=[CH:27][C:26]([F:29])=[CH:25][CH:24]=4)[CH3:22])[N:11]=3)[CH:5]=2)[CH2:3][CH2:2]1. (6) The product is: [Cl:1][C:2]1[CH:10]=[CH:9][C:8]([C:11]2[N:12]([C:22]([O:24][C:25]([CH3:28])([CH3:27])[CH3:26])=[O:23])[C:13]3[C:18]([CH:19]=2)=[CH:17][C:16]([CH2:20][NH:30][C:31]2[CH:39]=[CH:38][C:34]([CH2:35][CH2:36][OH:37])=[CH:33][CH:32]=2)=[CH:15][CH:14]=3)=[C:7]2[C:3]=1[CH2:4][NH:5][C:6]2=[O:29]. Given the reactants [Cl:1][C:2]1[CH:10]=[CH:9][C:8]([C:11]2[N:12]([C:22]([O:24][C:25]([CH3:28])([CH3:27])[CH3:26])=[O:23])[C:13]3[C:18]([CH:19]=2)=[CH:17][C:16]([CH:20]=O)=[CH:15][CH:14]=3)=[C:7]2[C:3]=1[CH2:4][NH:5][C:6]2=[O:29].[NH2:30][C:31]1[CH:39]=[CH:38][C:34]([CH2:35][CH2:36][OH:37])=[CH:33][CH:32]=1.C(O)(=O)C.C(O[BH-](OC(=O)C)OC(=O)C)(=O)C.[Na+].Cl, predict the reaction product. (7) Given the reactants [F:1][C:2]1[CH:7]=[CH:6][CH:5]=[C:4](I)[CH:3]=1.[CH3:9][C:10]([O:15][C:16]1[CH:21]=[CH:20][C:19]([O:22][CH2:23][CH2:24][CH2:25][C:26]#[CH:27])=[CH:18][C:17]=1[CH3:28])([CH3:14])[C:11]([OH:13])=[O:12].C(N(CC)CC)C, predict the reaction product. The product is: [F:1][C:2]1[CH:3]=[C:4]([C:27]#[C:26][CH2:25][CH2:24][CH2:23][O:22][C:19]2[CH:20]=[CH:21][C:16]([O:15][C:10]([CH3:14])([CH3:9])[C:11]([OH:13])=[O:12])=[C:17]([CH3:28])[CH:18]=2)[CH:5]=[CH:6][CH:7]=1. (8) Given the reactants [CH2:1]([CH:8]1[NH:13][CH2:12][CH2:11][N:10]([C:14]2[CH:19]=[CH:18][C:17]([O:20][CH3:21])=[C:16]([O:22][CH:23]3[CH2:27][CH2:26][CH2:25][CH2:24]3)[CH:15]=2)[CH2:9]1)[C:2]1[CH:7]=[CH:6][CH:5]=[CH:4][CH:3]=1.[C:28](#[N:31])[CH:29]=[CH2:30].C(N(CC)CC)C, predict the reaction product. The product is: [CH2:1]([C@H:8]1[CH2:9][N:10]([C:14]2[CH:19]=[CH:18][C:17]([O:20][CH3:21])=[C:16]([O:22][CH:23]3[CH2:27][CH2:26][CH2:25][CH2:24]3)[CH:15]=2)[CH2:11][CH2:12][N:13]1[CH2:30][CH2:29][C:28]#[N:31])[C:2]1[CH:3]=[CH:4][CH:5]=[CH:6][CH:7]=1.